Dataset: Reaction yield outcomes from USPTO patents with 853,638 reactions. Task: Predict the reaction yield, written as a fraction of the theoretical maximum amount of product (1.0 means a 100% yield; for example, 0.34 means a 34% yield). The reactants are [Br:1][C:2]1[CH:7]=[CH:6][C:5]([C:8]2[O:9][C:10]([CH:16]([CH3:19])[CH2:17][OH:18])=[C:11]([CH:13]([CH3:15])[CH3:14])[N:12]=2)=[CH:4][CH:3]=1.[CH3:20][O:21][C:22](=[O:33])[CH2:23][CH2:24][C:25]1[CH:30]=[CH:29][C:28](O)=[CH:27][C:26]=1[CH3:32].C(P(CCCC)CCCC)CCC.N(C(N1CCCCC1)=O)=NC(N1CCCCC1)=O. The catalyst is C1(C)C=CC=CC=1. The product is [CH3:20][O:21][C:22](=[O:33])[CH2:23][CH2:24][C:25]1[CH:30]=[CH:29][C:28]([O:18][CH2:17][CH:16]([C:10]2[O:9][C:8]([C:5]3[CH:4]=[CH:3][C:2]([Br:1])=[CH:7][CH:6]=3)=[N:12][C:11]=2[CH:13]([CH3:15])[CH3:14])[CH3:19])=[CH:27][C:26]=1[CH3:32]. The yield is 0.920.